This data is from Reaction yield outcomes from USPTO patents with 853,638 reactions. The task is: Predict the reaction yield, written as a fraction of the theoretical maximum amount of product (1.0 means a 100% yield; for example, 0.34 means a 34% yield). (1) The reactants are [Cl:1][C:2]1[CH:23]=[CH:22][C:5]([C:6]([NH:8][C:9]2[CH:14]=[C:13]([N:15]3[CH2:20][CH2:19][O:18][CH2:17][CH2:16]3)[CH:12]=[C:11]([F:21])[CH:10]=2)=[O:7])=[CH:4][C:3]=1[NH:24][C:25](=[O:36])[C:26]1[CH:31]=[C:30](Cl)[CH:29]=[CH:28][C:27]=1[N+:33]([O-:35])=[O:34].[CH3:37][N:38]([CH3:43])[CH2:39][CH2:40][CH2:41][NH2:42]. No catalyst specified. The product is [Cl:1][C:2]1[CH:23]=[CH:22][C:5]([C:6]([NH:8][C:9]2[CH:14]=[C:13]([N:15]3[CH2:20][CH2:19][O:18][CH2:17][CH2:16]3)[CH:12]=[C:11]([F:21])[CH:10]=2)=[O:7])=[CH:4][C:3]=1[NH:24][C:25](=[O:36])[C:26]1[CH:31]=[C:30]([NH:42][CH2:41][CH2:40][CH2:39][N:38]([CH3:43])[CH3:37])[CH:29]=[CH:28][C:27]=1[N+:33]([O-:35])=[O:34]. The yield is 0.760. (2) The reactants are [F:1][C:2]([F:17])([F:16])[O:3][C:4]1[CH:15]=[CH:14][C:7]([CH:8]=[C:9]([C:12]#[N:13])[C:10]#[N:11])=[CH:6][CH:5]=1.[CH:18]([Mg]Br)([CH3:20])[CH3:19].C(C(CC1C=CC=CC=1Cl)(C#N)C#N)C=C. The catalyst is O1CCCC1.[Cu]I. The product is [F:1][C:2]([F:16])([F:17])[O:3][C:4]1[CH:5]=[CH:6][C:7]([CH:8]([CH:9]([C:12]#[N:13])[C:10]#[N:11])[CH:18]([CH3:20])[CH3:19])=[CH:14][CH:15]=1. The yield is 0.550. (3) The reactants are [CH2:1]([Li])[CH2:2][CH2:3]C.[B:6]([O:15][CH:16]([CH3:18])C)([O:11]C(C)C)OC(C)C.Cl.[C:20]([O:23][CH2:24][CH3:25])(=O)[CH3:21].[O:26]1CCC[CH2:27]1. The catalyst is O. The product is [OH:26][CH2:27][CH2:25][CH2:24][O:23][C:20]1[C:21]2[B:6]([OH:11])[O:15][CH2:16][C:18]=2[CH:3]=[CH:2][CH:1]=1. The yield is 0.430. (4) The reactants are [NH2:1][CH:2]1[C:11]2([CH2:16][CH2:15][N:14](C(OC(C)(C)C)=O)[CH2:13][CH2:12]2)[O:10][C:9]2[C:4](=[CH:5][CH:6]=[CH:7][CH:8]=2)[C:3]1=O.[C:25](Cl)(=O)[CH3:26].C(N(CC)CC)C.COC1C=CC(P2(SP(C3C=CC(OC)=CC=3)(=S)S2)=[S:45])=CC=1.Cl.O1CCOCC1. The catalyst is ClCCl.C1(C)C=CC=CC=1. The product is [CH3:26][C:25]1[S:45][C:3]2[C:4]3[CH:5]=[CH:6][CH:7]=[CH:8][C:9]=3[O:10][C:11]3([CH2:12][CH2:13][NH:14][CH2:15][CH2:16]3)[C:2]=2[N:1]=1. The yield is 0.200. (5) The reactants are [CH2:1]([O:8][C:9](=[O:18])[NH:10][CH2:11][CH:12]1[CH2:17][CH2:16][NH:15][CH2:14][CH2:13]1)[C:2]1[CH:7]=[CH:6][CH:5]=[CH:4][CH:3]=1.[I-].[K+].C(=O)([O-])[O-].[Ca+2].Cl[CH2:27][CH2:28][CH2:29][N:30]1[CH:34]=[CH:33][N:32]=[N:31]1.S([O-])([O-])(=O)=S.[Na+].[Na+]. The catalyst is C(#N)C.CCCCCC.O. The product is [CH2:1]([O:8][C:9](=[O:18])[NH:10][CH2:11][CH:12]1[CH2:13][CH2:14][N:15]([CH2:27][CH2:28][CH2:29][N:30]2[CH:34]=[CH:33][N:32]=[N:31]2)[CH2:16][CH2:17]1)[C:2]1[CH:7]=[CH:6][CH:5]=[CH:4][CH:3]=1. The yield is 0.660.